Dataset: Forward reaction prediction with 1.9M reactions from USPTO patents (1976-2016). Task: Predict the product of the given reaction. (1) Given the reactants [NH:1]1[C:10]2[C:5](=[CH:6][CH:7]=[CH:8][CH:9]=2)[C:4](=[O:11])[CH:3]=[CH:2]1.[H-].[Na+].FC1C=C2C(C=CC(=O)N2CCN2CCC(NCC3C=CC4OCC(=O)NC=4N=3)CC2)=CC=1.FC1C=C2C(N=CC(=O)N2[CH2:58][CH2:59][N:60]2[CH2:65][CH2:64][CH:63]([NH:66][C:67](=[O:73])[O:68][C:69]([CH3:72])([CH3:71])[CH3:70])[CH2:62][CH2:61]2)=CC=1, predict the reaction product. The product is: [O:11]=[C:4]1[C:5]2[C:10](=[CH:9][CH:8]=[CH:7][CH:6]=2)[N:1]([CH2:58][CH2:59][N:60]2[CH2:65][CH2:64][CH:63]([NH:66][C:67](=[O:73])[O:68][C:69]([CH3:72])([CH3:71])[CH3:70])[CH2:62][CH2:61]2)[CH:2]=[CH:3]1. (2) Given the reactants [CH3:1][N:2]1[C:6]2[CH:7]=[C:8](B3OC(C)(C)C(C)(C)O3)[CH:9]=[CH:10][C:5]=2[O:4][C:3]1=[O:20].Br[C:22]1[CH:23]=[N:24][CH:25]=[CH:26][C:27]=1[C:28]([OH:31])([CH3:30])[CH3:29].C([O-])([O-])=O.[Na+].[Na+], predict the reaction product. The product is: [OH:31][C:28]([C:27]1[CH:26]=[CH:25][N:24]=[CH:23][C:22]=1[C:8]1[CH:9]=[CH:10][C:5]2[O:4][C:3](=[O:20])[N:2]([CH3:1])[C:6]=2[CH:7]=1)([CH3:30])[CH3:29]. (3) Given the reactants [C:1]([CH2:3][C:4]([O:6][CH:7]([CH2:9][CH2:10][CH2:11][CH2:12][CH2:13][CH3:14])[CH3:8])=[O:5])#[N:2].[CH2:15]=O, predict the reaction product. The product is: [C:1]([C:3](=[CH2:15])[C:4]([O:6][CH:7]([CH2:9][CH2:10][CH2:11][CH2:12][CH2:13][CH3:14])[CH3:8])=[O:5])#[N:2]. (4) The product is: [Ca:22].[CH2:1]([C:5]1[O:6][C:7]2[CH:13]=[CH:12][C:11]([NH:14][S:15]([CH3:18])(=[O:16])=[O:17])=[CH:10][C:8]=2[CH:9]=1)[CH2:2][CH2:3][CH3:4]. Given the reactants [CH2:1]([C:5]1[O:6][C:7]2[CH:13]=[CH:12][C:11]([NH:14][S:15]([CH3:18])(=[O:17])=[O:16])=[CH:10][C:8]=2[CH:9]=1)[CH2:2][CH2:3][CH3:4].[OH-].[K+].[Cl-].[Ca+2:22].[Cl-], predict the reaction product. (5) Given the reactants Br[C:2]1[CH:7]=[CH:6][CH:5]=[C:4]([C:8]([N:10]2[CH2:14][CH2:13][C@@H:12]([O:15][CH3:16])[CH2:11]2)=[O:9])[N:3]=1.[NH2:17][C:18]1[S:19][C:20]([C:26]2[CH:31]=[CH:30][C:29]([C:32]([OH:35])([CH3:34])[CH3:33])=[CH:28][C:27]=2[F:36])=[CH:21][C:22]=1[C:23]([NH2:25])=[O:24], predict the reaction product. The product is: [F:36][C:27]1[CH:28]=[C:29]([C:32]([OH:35])([CH3:33])[CH3:34])[CH:30]=[CH:31][C:26]=1[C:20]1[S:19][C:18]([NH:17][C:2]2[CH:7]=[CH:6][CH:5]=[C:4]([C:8]([N:10]3[CH2:14][CH2:13][C@@H:12]([O:15][CH3:16])[CH2:11]3)=[O:9])[N:3]=2)=[C:22]([C:23]([NH2:25])=[O:24])[CH:21]=1.